Task: Predict the product of the given reaction.. Dataset: Forward reaction prediction with 1.9M reactions from USPTO patents (1976-2016) (1) Given the reactants [F:1][C:2]1[CH:7]=[C:6]([F:8])[C:5]([C:9]2[CH:10]=[N:11][CH:12]=[N:13][CH:14]=2)=[CH:4][C:3]=1[C@@:15]([NH:27][S@@:28]([C:30]([CH3:33])([CH3:32])[CH3:31])=[O:29])([CH2:17][C:18]([C:20]1[N:21]=[C:22]([CH3:26])[O:23][C:24]=1[CH3:25])=[O:19])[CH3:16].[H-].C(O[Al](OC(C)(C)C)OC(C)(C)C)(C)(C)C.[Li+].O.O.O.O.O.O.O.O.O.O.S([O-])([O-])(=O)=O.[Na+].[Na+].S([O-])([O-])(=O)=O.[Na+].[Na+], predict the reaction product. The product is: [F:1][C:2]1[CH:7]=[C:6]([F:8])[C:5]([C:9]2[CH:10]=[N:11][CH:12]=[N:13][CH:14]=2)=[CH:4][C:3]=1[C@@:15]([NH:27][S@@:28]([C:30]([CH3:33])([CH3:32])[CH3:31])=[O:29])([CH2:17][C@H:18]([C:20]1[N:21]=[C:22]([CH3:26])[O:23][C:24]=1[CH3:25])[OH:19])[CH3:16]. (2) Given the reactants [CH3:1][N:2]1[CH:7]=[C:6](B2OC(C)(C)C(C)(C)O2)[CH:5]=[C:4]([NH:17][C:18]2[CH:23]=[CH:22][C:21]([C:24]([N:26]3[CH2:31][CH2:30][O:29][CH2:28][CH2:27]3)=[O:25])=[CH:20][N:19]=2)[C:3]1=[O:32].Br[C:34]1[CH:44]=[CH:43][CH:42]=[C:41]([N:45]2[CH2:54][CH2:53][C:52]3[C:47](=[CH:48][CH:49]=[C:50]([NH:55][CH3:56])[CH:51]=3)[C:46]2=[O:57])[C:35]=1[CH2:36][O:37]C(=O)C.P([O-])([O-])([O-])=O.[K+].[K+].[K+].[OH-].[Li+], predict the reaction product. The product is: [OH:37][CH2:36][C:35]1[C:34]([C:6]2[CH:5]=[C:4]([NH:17][C:18]3[CH:23]=[CH:22][C:21]([C:24]([N:26]4[CH2:31][CH2:30][O:29][CH2:28][CH2:27]4)=[O:25])=[CH:20][N:19]=3)[C:3](=[O:32])[N:2]([CH3:1])[CH:7]=2)=[CH:44][CH:43]=[CH:42][C:41]=1[N:45]1[CH2:54][CH2:53][C:52]2[C:47](=[CH:48][CH:49]=[C:50]([NH:55][CH3:56])[CH:51]=2)[C:46]1=[O:57]. (3) Given the reactants [OH:1][C:2]1[CH:7]=[CH:6][C:5]([CH2:8][CH2:9][C:10]2[CH:24]=[CH:23][C:13]3[CH:14]=[C:15]([CH:17]([NH:19][C:20](=[O:22])[CH3:21])[CH3:18])[O:16][C:12]=3[CH:11]=2)=[CH:4][CH:3]=1.Br[CH:26]1[CH2:30][CH2:29][CH2:28][CH2:27]1, predict the reaction product. The product is: [CH:26]1([O:1][C:2]2[CH:3]=[CH:4][C:5]([CH2:8][CH2:9][C:10]3[CH:24]=[CH:23][C:13]4[CH:14]=[C:15]([CH:17]([NH:19][C:20](=[O:22])[CH3:21])[CH3:18])[O:16][C:12]=4[CH:11]=3)=[CH:6][CH:7]=2)[CH2:30][CH2:29][CH2:28][CH2:27]1.